This data is from Full USPTO retrosynthesis dataset with 1.9M reactions from patents (1976-2016). The task is: Predict the reactants needed to synthesize the given product. (1) The reactants are: [OH:1][CH2:2][C@H:3]1[N:13]2[C:14]3[N:5]([C:6](=[O:16])[CH2:7][CH2:8][C:9]=3[CH:10]=[CH:11][C:12]2=[O:15])[CH2:4]1.C(N(CC)CC)C.[CH3:24][S:25](Cl)(=[O:27])=[O:26].C(=O)(O)[O-]. Given the product [CH3:24][S:25]([O:1][CH2:2][C@H:3]1[N:13]2[C:14]3[N:5]([C:6](=[O:16])[CH2:7][CH2:8][C:9]=3[CH:10]=[CH:11][C:12]2=[O:15])[CH2:4]1)(=[O:27])=[O:26], predict the reactants needed to synthesize it. (2) Given the product [CH3:40][N:36]1[CH:35]=[CH:34][C:33]2[C:38](=[C:29]([NH:28][C:2]3[C:7]([C:8]([F:11])([F:10])[F:9])=[CH:6][N:5]=[C:4]([NH:12][C:13]4[CH:14]=[CH:15][C:16]([CH2:17][P:18](=[O:25])([O:22][CH2:23][CH3:24])[O:19][CH2:20][CH3:21])=[CH:26][CH:27]=4)[N:3]=3)[CH:30]=[CH:31][CH:32]=2)[C:37]1=[O:39], predict the reactants needed to synthesize it. The reactants are: Cl[C:2]1[C:7]([C:8]([F:11])([F:10])[F:9])=[CH:6][N:5]=[C:4]([NH:12][C:13]2[CH:27]=[CH:26][C:16]([CH2:17][P:18](=[O:25])([O:22][CH2:23][CH3:24])[O:19][CH2:20][CH3:21])=[CH:15][CH:14]=2)[N:3]=1.[NH2:28][C:29]1[CH:30]=[CH:31][CH:32]=[C:33]2[C:38]=1[C:37](=[O:39])[N:36]([CH3:40])[CH:35]=[CH:34]2. (3) Given the product [CH3:1][O:2][C:3]1[CH:4]=[C:5]([CH:9]=[CH:10][C:11]=1[CH2:12][C:13]1[C:21]2[C:16](=[CH:17][CH:18]=[C:19]([N+:22]([O-:24])=[O:23])[CH:20]=2)[N:15]([CH3:32])[CH:14]=1)[C:6]([O:30][CH3:31])=[O:8], predict the reactants needed to synthesize it. The reactants are: [CH3:1][O:2][C:3]1[CH:4]=[C:5]([CH:9]=[CH:10][C:11]=1[CH2:12][C:13]1[C:21]2[C:16](=[CH:17][CH:18]=[C:19]([N+:22]([O-:24])=[O:23])[CH:20]=2)[NH:15][CH:14]=1)[C:6]([OH:8])=O.S([O:30][CH3:31])(OC)(=O)=O.[C:32](=O)([O-])[O-].[K+].[K+]. (4) Given the product [Cl:1][C:2]1[CH:3]=[N:4][C:5]2[C:6](=[O:11])[CH2:7][CH2:8][C:9]=2[CH:10]=1, predict the reactants needed to synthesize it. The reactants are: [Cl:1][C:2]1[CH:3]=[N:4][C:5]2[CH:6]([OH:11])[CH2:7][CH2:8][C:9]=2[CH:10]=1.C(N(CC)CC)C.O. (5) Given the product [CH3:15][C:11]1[CH:12]=[C:13]2[C:8](=[CH:9][C:10]=1[CH3:16])[CH2:7][C:6]([NH:17][C:18]([C:20]1[C:29]3[CH2:28][CH2:27][CH2:26][CH2:25][C:24]=3[CH:23]=[CH:22][CH:21]=1)=[O:19])([C:4]([OH:5])=[O:3])[CH2:14]2, predict the reactants needed to synthesize it. The reactants are: C([O:3][C:4]([C:6]1([NH:17][C:18]([C:20]2[C:29]3[CH2:28][CH2:27][CH2:26][CH2:25][C:24]=3[CH:23]=[CH:22][CH:21]=2)=[O:19])[CH2:14][C:13]2[C:8](=[CH:9][C:10]([CH3:16])=[C:11]([CH3:15])[CH:12]=2)[CH2:7]1)=[O:5])C.[OH-].[K+].O. (6) Given the product [CH2:1]([S:4]([N:7]1[CH2:12][CH2:11][CH:10]([CH:13]2[CH2:17][C:16]3[CH:18]=[C:19]([C:22]4[CH2:27][CH2:26][NH:25][CH2:24][CH:23]=4)[CH:20]=[CH:21][C:15]=3[O:14]2)[CH2:9][CH2:8]1)(=[O:6])=[O:5])[CH2:2][CH3:3], predict the reactants needed to synthesize it. The reactants are: [CH2:1]([S:4]([N:7]1[CH2:12][CH2:11][CH:10]([CH:13]2[CH2:17][C:16]3[CH:18]=[C:19]([C:22]4[CH2:27][CH2:26][N:25](C(OC(C)(C)C)=O)[CH2:24][CH:23]=4)[CH:20]=[CH:21][C:15]=3[O:14]2)[CH2:9][CH2:8]1)(=[O:6])=[O:5])[CH2:2][CH3:3].C(O)(C(F)(F)F)=O.FC1C2OC(C3(O)CCN(C4N=CC(CCC)=CN=4)CC3)CC=2C=C(C2CCNCC=2)C=1.